Task: Predict the reactants needed to synthesize the given product.. Dataset: Full USPTO retrosynthesis dataset with 1.9M reactions from patents (1976-2016) The reactants are: S(=O)(=O)(O)O.[Br:6][C:7]1[CH:12]=[CH:11][C:10]([CH:13]2[C:15]3([C:19](=[O:20])[C:18]([CH3:22])([CH3:21])[O:17][C:16]3([CH3:24])[CH3:23])[O:14]2)=[C:9]([CH3:25])[CH:8]=1. Given the product [Br:6][C:7]1[CH:12]=[CH:11][C:10]([CH:13]2[C:15](=[O:14])[C:16]([CH3:24])([CH3:23])[O:17][C:18]([CH3:21])([CH3:22])[C:19]2=[O:20])=[C:9]([CH3:25])[CH:8]=1, predict the reactants needed to synthesize it.